From a dataset of Full USPTO retrosynthesis dataset with 1.9M reactions from patents (1976-2016). Predict the reactants needed to synthesize the given product. (1) The reactants are: [O:1]1[CH2:5][CH2:4][CH:3]([C:6]2[CH:18]=[CH:17][C:9]([C:10]([O:12]C(C)(C)C)=[O:11])=[CH:8][CH:7]=2)[CH2:2]1.FC(F)(F)C(O)=O. Given the product [O:1]1[CH2:5][CH2:4][CH:3]([C:6]2[CH:18]=[CH:17][C:9]([C:10]([OH:12])=[O:11])=[CH:8][CH:7]=2)[CH2:2]1, predict the reactants needed to synthesize it. (2) Given the product [C:9]1([CH3:10])[CH:8]=[CH:6][CH:5]=[CH:4][C:29]=1[CH:27]1[CH2:28][CH2:26][CH2:25][N:24]1[C:2]1[N:7]=[C:6]([C:8]2[CH:20]=[CH:19][C:11]3[N:12]=[C:13]([NH:15][C:16](=[O:18])[CH3:17])[S:14][C:10]=3[CH:9]=2)[CH:5]=[CH:4][N:3]=1, predict the reactants needed to synthesize it. The reactants are: Cl[C:2]1[N:7]=[C:6]([C:8]2[CH:20]=[CH:19][C:11]3[N:12]=[C:13]([NH:15][C:16](=[O:18])[CH3:17])[S:14][C:10]=3[CH:9]=2)[CH:5]=[CH:4][N:3]=1.C([N:24]([CH:27]([CH3:29])[CH3:28])[CH2:25][CH3:26])(C)C.CS(C)=O. (3) Given the product [N:21]1[C:22]2[CH:27]=[CH:26][N:25]=[CH:24][C:23]=2[N:19]([C:17]2[S:16][C:15]([C:28]([O:30][CH3:31])=[O:29])=[C:14]([O:13][CH2:7][C:6]3[CH:9]=[CH:10][C:3]([C:2]([F:12])([F:11])[F:1])=[CH:4][CH:5]=3)[CH:18]=2)[CH:20]=1, predict the reactants needed to synthesize it. The reactants are: [F:1][C:2]([F:12])([F:11])[C:3]1[CH:10]=[CH:9][C:6]([CH2:7]Br)=[CH:5][CH:4]=1.[OH:13][C:14]1[CH:18]=[C:17]([N:19]2[C:23]3[CH:24]=[N:25][CH:26]=[CH:27][C:22]=3[N:21]=[CH:20]2)[S:16][C:15]=1[C:28]([O:30][CH3:31])=[O:29].C(=O)([O-])[O-].[K+].[K+].